Dataset: Catalyst prediction with 721,799 reactions and 888 catalyst types from USPTO. Task: Predict which catalyst facilitates the given reaction. (1) Reactant: [H-].[Na+].[F:3][C:4]1[CH:5]=[C:6]2[C:10](=[C:11]([C:13]3[CH:18]=[CH:17][C:16]([NH:19][S:20]([CH3:23])(=[O:22])=[O:21])=[CH:15][CH:14]=3)[CH:12]=1)[NH:9][CH:8]=[C:7]2[CH3:24].[Cl:25][C:26]1[CH:33]=[C:32]([Cl:34])[CH:31]=[CH:30][C:27]=1[CH2:28]Cl. Product: [Cl:25][C:26]1[CH:33]=[C:32]([Cl:34])[CH:31]=[CH:30][C:27]=1[CH2:28][N:9]1[C:10]2[C:6](=[CH:5][C:4]([F:3])=[CH:12][C:11]=2[C:13]2[CH:18]=[CH:17][C:16]([NH:19][S:20]([CH3:23])(=[O:21])=[O:22])=[CH:15][CH:14]=2)[C:7]([CH3:24])=[CH:8]1. The catalyst class is: 3. (2) Reactant: [C:1]([O:5][C:6](=[O:45])[CH:7]([N:11]([CH2:23][C:24]1[CH:29]=[CH:28][C:27]([C:30](=[O:44])[NH:31][CH2:32][CH2:33][O:34][CH2:35][CH2:36][O:37][CH2:38][CH2:39][O:40][CH2:41][CH2:42][NH2:43])=[CH:26][CH:25]=1)[S:12]([C:15]1[CH:20]=[CH:19][C:18]([O:21][CH3:22])=[CH:17][CH:16]=1)(=[O:14])=[O:13])[CH:8]([CH3:10])[CH3:9])([CH3:4])([CH3:3])[CH3:2].[C:46]1(=[O:53])[O:52][C:50](=[O:51])[CH2:49][O:48][CH2:47]1. Product: [C:1]([O:5][C:6](=[O:45])[CH:7]([N:11]([CH2:23][C:24]1[CH:25]=[CH:26][C:27]([C:30](=[O:44])[NH:31][CH2:32][CH2:33][O:34][CH2:35][CH2:36][O:37][CH2:38][CH2:39][O:40][CH2:41][CH2:42][NH:43][C:50](=[O:51])[CH2:49][O:48][CH2:47][C:46]([OH:53])=[O:52])=[CH:28][CH:29]=1)[S:12]([C:15]1[CH:16]=[CH:17][C:18]([O:21][CH3:22])=[CH:19][CH:20]=1)(=[O:14])=[O:13])[CH:8]([CH3:9])[CH3:10])([CH3:3])([CH3:2])[CH3:4]. The catalyst class is: 9. (3) Reactant: [C:1]([CH:3]([CH2:8][CH3:9])[C:4]([O:6][CH3:7])=[O:5])#[N:2]. Product: [CH3:7][O:6][C:4](=[O:5])[CH:3]([CH2:1][NH2:2])[CH2:8][CH3:9]. The catalyst class is: 319. (4) Reactant: [OH:1][CH:2]([C:15]1[CH:20]=[CH:19][C:18]([C:21]2[N:25]=[C:24]([C:26]3[O:30][N:29]=[C:28]([C:31]4[CH:36]=[CH:35][CH:34]=[CH:33][CH:32]=4)[C:27]=3[C:37]([F:40])([F:39])[F:38])[O:23][N:22]=2)=[CH:17][CH:16]=1)[C:3]([NH:5][CH2:6][CH2:7][C:8]([O:10]C(C)(C)C)=[O:9])=[O:4]. Product: [OH:1][CH:2]([C:15]1[CH:20]=[CH:19][C:18]([C:21]2[N:25]=[C:24]([C:26]3[O:30][N:29]=[C:28]([C:31]4[CH:32]=[CH:33][CH:34]=[CH:35][CH:36]=4)[C:27]=3[C:37]([F:38])([F:39])[F:40])[O:23][N:22]=2)=[CH:17][CH:16]=1)[C:3]([NH:5][CH2:6][CH2:7][C:8]([OH:10])=[O:9])=[O:4]. The catalyst class is: 157. (5) Product: [C:1]([O:5][C:6](=[O:20])[NH:7][CH2:8][C:9]1[CH:14]=[C:13]([CH:15]=[CH2:16])[C:12]([NH:17][S:29]([CH3:28])(=[O:31])=[O:30])=[CH:11][C:10]=1[O:18][CH3:19])([CH3:4])([CH3:2])[CH3:3]. The catalyst class is: 2. Reactant: [C:1]([O:5][C:6](=[O:20])[NH:7][CH2:8][C:9]1[CH:14]=[C:13]([CH:15]=[CH2:16])[C:12]([NH2:17])=[CH:11][C:10]=1[O:18][CH3:19])([CH3:4])([CH3:3])[CH3:2].C(N(CC)CC)C.[CH3:28][S:29](Cl)(=[O:31])=[O:30]. (6) Reactant: [CH2:1]([N:8]1[CH:12]=[CH:11][N:10]=[C:9]1[CH2:13][CH:14]([C:19](=O)[CH2:20][CH3:21])[C:15](=O)[CH2:16][CH3:17])[C:2]1[CH:7]=[CH:6][CH:5]=[CH:4][CH:3]=1.O.[NH2:24][NH2:25]. Product: [CH2:1]([N:8]1[CH:12]=[CH:11][N:10]=[C:9]1[CH2:13][C:14]1[C:19]([CH2:20][CH3:21])=[N:24][NH:25][C:15]=1[CH2:16][CH3:17])[C:2]1[CH:7]=[CH:6][CH:5]=[CH:4][CH:3]=1. The catalyst class is: 8. (7) Product: [CH3:1][C:2]1[O:3][C:4]2[CH:11]=[CH:10][CH:9]=[C:8]([CH2:12][O:13][C:14]3[CH:19]=[CH:18][C:17]([CH2:20][CH2:21][C:22]([OH:24])=[O:23])=[C:16]([F:27])[C:15]=3[F:28])[C:5]=2[C:6]=1[CH3:7]. The catalyst class is: 5. Reactant: [CH3:1][C:2]1[O:3][C:4]2[CH:11]=[CH:10][CH:9]=[C:8]([CH2:12][O:13][C:14]3[CH:19]=[CH:18][C:17]([CH2:20][CH2:21][C:22]([O:24]CC)=[O:23])=[C:16]([F:27])[C:15]=3[F:28])[C:5]=2[C:6]=1[CH3:7].[OH-].[Na+]. (8) Reactant: [CH3:1][C:2]1([CH3:9])[CH2:8][CH:7]2[CH:5]([O:6]2)[CH2:4][O:3]1.[C:10]1([C@H:16]([NH2:18])[CH3:17])[CH:15]=[CH:14][CH:13]=[CH:12][CH:11]=1. Product: [CH3:1][C:2]1([CH3:9])[CH2:8][C@@H:7]([OH:6])[C@H:5]([NH:18][C@@H:16]([C:10]2[CH:15]=[CH:14][CH:13]=[CH:12][CH:11]=2)[CH3:17])[CH2:4][O:3]1.[CH3:1][C:2]1([CH3:9])[CH2:8][C@H:7]([OH:6])[C@@H:5]([NH:18][C@@H:16]([C:10]2[CH:15]=[CH:14][CH:13]=[CH:12][CH:11]=2)[CH3:17])[CH2:4][O:3]1. The catalyst class is: 32. (9) Reactant: [NH2:1][C:2]1[N:6]([C:7]2[CH:12]=[CH:11][CH:10]=[CH:9][CH:8]=2)[N:5]=[CH:4][C:3]=1[C:13]#[N:14].C(N(CC)CC)C.[C:22](Cl)(=[O:31])[C:23]1[CH:28]=[CH:27][CH:26]=[C:25]([O:29][CH3:30])[CH:24]=1. Product: [C:13]([C:3]1[CH:4]=[N:5][N:6]([C:7]2[CH:12]=[CH:11][CH:10]=[CH:9][CH:8]=2)[C:2]=1[NH:1][C:22](=[O:31])[C:23]1[CH:28]=[CH:27][CH:26]=[C:25]([O:29][CH3:30])[CH:24]=1)#[N:14]. The catalyst class is: 4.